From a dataset of Catalyst prediction with 721,799 reactions and 888 catalyst types from USPTO. Predict which catalyst facilitates the given reaction. Reactant: [Cl:1][C:2]1[N:7]=[CH:6][N:5]=[C:4]2[NH:8][N:9]=[C:10]([CH2:11][CH3:12])[C:3]=12.[H-].[Na+].[C:15](Cl)([C:28]1[CH:33]=[CH:32][CH:31]=[CH:30][CH:29]=1)([C:22]1[CH:27]=[CH:26][CH:25]=[CH:24][CH:23]=1)[C:16]1[CH:21]=[CH:20][CH:19]=[CH:18][CH:17]=1. Product: [Cl:1][C:2]1[N:7]=[CH:6][N:5]=[C:4]2[N:8]([C:15]([C:16]3[CH:21]=[CH:20][CH:19]=[CH:18][CH:17]=3)([C:28]3[CH:29]=[CH:30][CH:31]=[CH:32][CH:33]=3)[C:22]3[CH:23]=[CH:24][CH:25]=[CH:26][CH:27]=3)[N:9]=[C:10]([CH2:11][CH3:12])[C:3]=12. The catalyst class is: 3.